This data is from Full USPTO retrosynthesis dataset with 1.9M reactions from patents (1976-2016). The task is: Predict the reactants needed to synthesize the given product. (1) Given the product [S:40]([C:44]1[CH:50]=[CH:49][C:47]([CH3:48])=[CH:46][CH:45]=1)([OH:43])(=[O:42])=[O:41].[S:40]([C:44]1[CH:50]=[CH:49][C:47]([CH3:48])=[CH:46][CH:45]=1)([OH:43])(=[O:42])=[O:41].[F:39][C:2]([F:1])([F:38])[C:3]1[CH:33]=[C:32]([C:34]([F:36])([F:37])[F:35])[CH:31]=[CH:30][C:4]=1[CH2:5][N:6]1[CH2:11][CH2:10][CH:9](/[CH:12]=[C:13]2/[C:14]([NH:19][CH2:20][CH2:21][O:22][CH2:23][CH2:24][N:25]([CH2:26][CH3:27])[CH2:28][CH3:29])=[N:15][C:16](=[O:18])[S:17]/2)[CH2:8][CH2:7]1, predict the reactants needed to synthesize it. The reactants are: [F:1][C:2]([F:39])([F:38])[C:3]1[CH:33]=[C:32]([C:34]([F:37])([F:36])[F:35])[CH:31]=[CH:30][C:4]=1[CH2:5][N:6]1[CH2:11][CH2:10][CH:9](/[CH:12]=[C:13]2/[C:14]([NH:19][CH2:20][CH2:21][O:22][CH2:23][CH2:24][N:25]([CH2:28][CH3:29])[CH2:26][CH3:27])=[N:15][C:16](=[O:18])[S:17]/2)[CH2:8][CH2:7]1.[S:40]([C:44]1[CH:50]=[CH:49][C:47]([CH3:48])=[CH:46][CH:45]=1)([OH:43])(=[O:42])=[O:41]. (2) Given the product [CH3:11][O:12][C:13]1[CH:14]=[C:15]([CH:22]=[C:23]([CH3:29])[C:24]=1[O:25][CH2:26][C:27]#[CH:28])[C:16]([OH:18])=[O:17], predict the reactants needed to synthesize it. The reactants are: C(O)C.O1CCCC1.[OH-].[Na+].[CH3:11][O:12][C:13]1[CH:14]=[C:15]([CH:22]=[C:23]([CH3:29])[C:24]=1[O:25][CH2:26][C:27]#[CH:28])[C:16]([O:18]CC#C)=[O:17]. (3) Given the product [NH2:2][C:3]1[C:12]2[N:13]=[C:14]([CH2:38][CH2:39][O:40][CH3:41])[N:15]([CH2:16][CH2:17][CH2:18][N:19]([CH2:24][C:25]3[CH:26]=[C:27]([CH:35]=[CH:36][CH:37]=3)[O:28][CH:29]([CH3:34])[C:30]([O:32][CH3:33])=[O:31])[C:20](=[O:23])[CH2:21][N:44]([CH2:45][CH3:46])[CH2:42][CH3:43])[C:11]=2[C:10]2[CH:9]=[CH:8][CH:7]=[CH:6][C:5]=2[N:4]=1, predict the reactants needed to synthesize it. The reactants are: Cl.[NH2:2][C:3]1[C:12]2[N:13]=[C:14]([CH2:38][CH2:39][O:40][CH3:41])[N:15]([CH2:16][CH2:17][CH2:18][N:19]([CH2:24][C:25]3[CH:26]=[C:27]([CH:35]=[CH:36][CH:37]=3)[O:28][CH:29]([CH3:34])[C:30]([O:32][CH3:33])=[O:31])[C:20](=[O:23])[CH2:21]Cl)[C:11]=2[C:10]2[CH:9]=[CH:8][CH:7]=[CH:6][C:5]=2[N:4]=1.[CH2:42]([NH:44][CH2:45][CH3:46])[CH3:43]. (4) The reactants are: [CH2:1]([N:3]1[C:7]2[CH:8]=[CH:9][C:10]([C:12](O)=[O:13])=[CH:11][C:6]=2[N:5]=[C:4]1[NH:15][C:16]1[S:17][C:18]2[CH:24]=[C:23]([O:25][C:26]3[CH:27]=[N:28][CH:29]=[CH:30][CH:31]=3)[CH:22]=[CH:21][C:19]=2[N:20]=1)[CH3:2].[CH3:32][O:33][CH2:34][CH2:35][NH2:36].CN(C(ON1N=NC2C=CC=CC1=2)=[N+](C)C)C.F[P-](F)(F)(F)(F)F.CCN(C(C)C)C(C)C. Given the product [CH3:32][O:33][CH2:34][CH2:35][NH:36][C:12]([C:10]1[CH:9]=[CH:8][C:7]2[N:3]([CH2:1][CH3:2])[C:4]([NH:15][C:16]3[S:17][C:18]4[CH:24]=[C:23]([O:25][C:26]5[CH:27]=[N:28][CH:29]=[CH:30][CH:31]=5)[CH:22]=[CH:21][C:19]=4[N:20]=3)=[N:5][C:6]=2[CH:11]=1)=[O:13], predict the reactants needed to synthesize it. (5) Given the product [F:12][C:13]1[CH:18]=[CH:17][C:16]([C:2]2[CH:11]=[N:10][C:9]3[C:4](=[CH:5][CH:6]=[CH:7][CH:8]=3)[N:3]=2)=[CH:15][CH:14]=1, predict the reactants needed to synthesize it. The reactants are: Cl[C:2]1[CH:11]=[N:10][C:9]2[C:4](=[CH:5][CH:6]=[CH:7][CH:8]=2)[N:3]=1.[F:12][C:13]1[CH:18]=[CH:17][C:16](B(O)O)=[CH:15][CH:14]=1.C(=O)([O-])[O-].[K+].[K+]. (6) The reactants are: C(O[C:6]([C:8]1[N:9]=[C:10]([C:35]#[N:36])[C:11]2[C:16]([C:17]=1[OH:18])=[CH:15][C:14]([O:19][C:20]1[CH:34]=[CH:33][C:23]3[N:24]=[C:25]([N:27]4[CH2:32][CH2:31][O:30][CH2:29][CH2:28]4)[S:26][C:22]=3[CH:21]=1)=[CH:13][CH:12]=2)=[O:7])CCC.[NH2:37][CH2:38][C:39]([OH:41])=[O:40].C[O-].[Na+].CO. Given the product [C:35]([C:10]1[C:11]2[C:16](=[CH:15][C:14]([O:19][C:20]3[CH:34]=[CH:33][C:23]4[N:24]=[C:25]([N:27]5[CH2:28][CH2:29][O:30][CH2:31][CH2:32]5)[S:26][C:22]=4[CH:21]=3)=[CH:13][CH:12]=2)[C:17]([OH:18])=[C:8]([C:6]([NH:37][CH2:38][C:39]([OH:41])=[O:40])=[O:7])[N:9]=1)#[N:36], predict the reactants needed to synthesize it. (7) Given the product [C:1]([C:3]1[CH:4]=[N+:5]([O-:14])[CH:6]=[CH:7][CH:8]=1)#[CH:2], predict the reactants needed to synthesize it. The reactants are: [C:1]([C:3]1[CH:4]=[N:5][CH:6]=[CH:7][CH:8]=1)#[CH:2].ClC1C=C(C=CC=1)C(OO)=[O:14].[OH-].[Ca+2].[OH-].